From a dataset of Catalyst prediction with 721,799 reactions and 888 catalyst types from USPTO. Predict which catalyst facilitates the given reaction. (1) Reactant: [NH2:1][C:2]1[CH:3]=[C:4]([NH:8][C:9]2[C:14]([Cl:15])=[CH:13][N:12]=[C:11]([NH:16][C:17]3[CH:18]=[N:19][N:20]([CH:22]4[CH2:27][CH2:26][N:25]([CH3:28])[CH2:24][CH2:23]4)[CH:21]=3)[N:10]=2)[CH:5]=[CH:6][CH:7]=1.C([O-])([O-])=O.[K+].[K+].[C:35](Cl)(=[O:38])[CH:36]=[CH2:37]. Product: [Cl:15][C:14]1[C:9]([NH:8][C:4]2[CH:3]=[C:2]([NH:1][C:35](=[O:38])[CH:36]=[CH2:37])[CH:7]=[CH:6][CH:5]=2)=[N:10][C:11]([NH:16][C:17]2[CH:18]=[N:19][N:20]([CH:22]3[CH2:27][CH2:26][N:25]([CH3:28])[CH2:24][CH2:23]3)[CH:21]=2)=[N:12][CH:13]=1. The catalyst class is: 2. (2) The catalyst class is: 1. Product: [Cl:24][C:25]1[CH:26]=[C:27]([CH:28]([C:13]2[CH:14]=[C:15]([CH:19]3[O:23][CH2:22][CH2:21][O:20]3)[S:16][C:17]=2[CH3:18])[OH:29])[CH:30]=[CH:31][CH:32]=1. Reactant: [Li]CCCC.CCCCCC.Br[C:13]1[CH:14]=[C:15]([CH:19]2[O:23][CH2:22][CH2:21][O:20]2)[S:16][C:17]=1[CH3:18].[Cl:24][C:25]1[CH:26]=[C:27]([CH:30]=[CH:31][CH:32]=1)[CH:28]=[O:29]. (3) Reactant: [Cl:1][C:2]1[N:7]=[C:6]([N:8]2[CH2:13][CH2:12][O:11][CH2:10][CH:9]2[C:14]([NH:16][CH:17]2[CH2:19][CH2:18]2)=[O:15])[C:5](F)=[CH:4][N:3]=1.CN(C=O)C.C([O-])([O-])=O.[Cs+].[Cs+]. The catalyst class is: 6. Product: [Cl:1][C:2]1[N:3]=[CH:4][C:5]2[N:16]([CH:17]3[CH2:19][CH2:18]3)[C:14](=[O:15])[CH:9]3[CH2:10][O:11][CH2:12][CH2:13][N:8]3[C:6]=2[N:7]=1. (4) The catalyst class is: 3. Reactant: [Br:1][C:2]1[CH:7]=[CH:6][C:5]([OH:8])=[C:4]([O:9][CH3:10])[CH:3]=1.C(N(C(C)C)C(C)C)C.[C:20]([Si:24](Cl)([CH3:26])[CH3:25])([CH3:23])([CH3:22])[CH3:21]. Product: [Br:1][C:2]1[CH:7]=[CH:6][C:5]([O:8][Si:24]([C:20]([CH3:23])([CH3:22])[CH3:21])([CH3:26])[CH3:25])=[C:4]([O:9][CH3:10])[CH:3]=1. (5) Reactant: Br[C:2]1[CH:7]=[CH:6][CH:5]=[CH:4][C:3]=1[S:8][CH2:9][C:10]([N:12]([CH:22]([CH3:24])[CH3:23])[NH:13][C:14](=[O:21])[C:15]1[CH:20]=[CH:19][CH:18]=[CH:17][CH:16]=1)=[O:11].C([O-])([O-])=O.[Na+].[Na+].[CH3:31][O:32][C:33]1[CH:38]=[CH:37][C:36](B(O)O)=[CH:35][CH:34]=1. Product: [CH3:31][O:32][C:33]1[CH:38]=[CH:37][C:36]([C:2]2[CH:7]=[CH:6][CH:5]=[CH:4][C:3]=2[S:8][CH2:9][C:10]([N:12]([CH:22]([CH3:24])[CH3:23])[NH:13][C:14](=[O:21])[C:15]2[CH:20]=[CH:19][CH:18]=[CH:17][CH:16]=2)=[O:11])=[CH:35][CH:34]=1. The catalyst class is: 57.